Dataset: Full USPTO retrosynthesis dataset with 1.9M reactions from patents (1976-2016). Task: Predict the reactants needed to synthesize the given product. Given the product [N:24]1([CH2:2][C:3]([NH:5][C:6]2[CH:11]=[CH:10][C:9]([N:12]3[C:16]([CH:17]4[CH2:19][CH2:18]4)=[CH:15][C:14]([C:20]([F:23])([F:22])[F:21])=[N:13]3)=[CH:8][CH:7]=2)=[O:4])[C:28]2[CH:29]=[CH:30][CH:31]=[CH:32][C:27]=2[N:26]=[N:25]1, predict the reactants needed to synthesize it. The reactants are: Cl[CH2:2][C:3]([NH:5][C:6]1[CH:11]=[CH:10][C:9]([N:12]2[C:16]([CH:17]3[CH2:19][CH2:18]3)=[CH:15][C:14]([C:20]([F:23])([F:22])[F:21])=[N:13]2)=[CH:8][CH:7]=1)=[O:4].[NH:24]1[C:28]2[CH:29]=[CH:30][CH:31]=[CH:32][C:27]=2[N:26]=[N:25]1.[H-].[Na+].O.